From a dataset of Forward reaction prediction with 1.9M reactions from USPTO patents (1976-2016). Predict the product of the given reaction. (1) Given the reactants C([O:3][C:4](=[O:28])[CH2:5][C:6]1[C:14]2[C:9](=[CH:10][C:11]([Cl:17])=[C:12]([O:15][CH3:16])[CH:13]=2)[N:8]([C:18](=[O:26])[C:19]2[CH:24]=[CH:23][C:22]([Cl:25])=[CH:21][CH:20]=2)[C:7]=1[CH3:27])C.C1COCC1.Cl, predict the reaction product. The product is: [Cl:17][C:11]1[CH:10]=[C:9]2[C:14]([C:6]([CH2:5][C:4]([OH:28])=[O:3])=[C:7]([CH3:27])[N:8]2[C:18](=[O:26])[C:19]2[CH:20]=[CH:21][C:22]([Cl:25])=[CH:23][CH:24]=2)=[CH:13][C:12]=1[O:15][CH3:16]. (2) Given the reactants [F:1][C:2]([F:15])([F:14])[C:3]1[CH:4]=[C:5](I)[CH:6]=[C:7]([C:9]([F:12])([F:11])[F:10])[CH:8]=1.C(N(CC)CC)C.[C]=O.[H][H].CN([CH:30]=[O:31])C, predict the reaction product. The product is: [F:1][C:2]([F:15])([F:14])[C:3]1[CH:4]=[C:5]([CH:6]=[C:7]([C:9]([F:12])([F:11])[F:10])[CH:8]=1)[CH:30]=[O:31].